This data is from Reaction yield outcomes from USPTO patents with 853,638 reactions. The task is: Predict the reaction yield, written as a fraction of the theoretical maximum amount of product (1.0 means a 100% yield; for example, 0.34 means a 34% yield). (1) The yield is 0.900. The reactants are Br[C:2]1[N:6]([CH3:7])[CH:5]=[N:4][C:3]=1[C:8]1[CH:13]=[C:12]([C:14]#[N:15])[CH:11]=[CH:10][N:9]=1.[CH2:16]([C:18]1[CH:23]=[CH:22][C:21](B(O)O)=[CH:20][CH:19]=1)[CH3:17]. The product is [CH2:16]([C:18]1[CH:23]=[CH:22][C:21]([C:2]2[N:6]([CH3:7])[CH:5]=[N:4][C:3]=2[C:8]2[CH:13]=[C:12]([C:14]#[N:15])[CH:11]=[CH:10][N:9]=2)=[CH:20][CH:19]=1)[CH3:17]. No catalyst specified. (2) The reactants are I[C:2]1[CH:7]=[CH:6][C:5]([O:8][CH3:9])=[CH:4][C:3]=1[N+:10]([O-])=O.[C:13]1([NH:19][C:20](=O)[CH3:21])[CH:18]=[CH:17][CH:16]=[CH:15][CH:14]=1. No catalyst specified. The product is [CH3:9][O:8][C:5]1[CH:6]=[CH:7][C:2]2[N:19]([C:13]3[CH:18]=[CH:17][CH:16]=[CH:15][CH:14]=3)[C:20]([CH3:21])=[N:10][C:3]=2[CH:4]=1. The yield is 0.670. (3) The reactants are [CH3:1][S:2][C:3]1[CH:12]=[C:11]2[C:6]([N:7]=[CH:8][C:9](=O)[NH:10]2)=[CH:5][CH:4]=1.P(Cl)(Cl)([Cl:16])=O. The catalyst is ClCCl. The product is [Cl:16][C:9]1[CH:8]=[N:7][C:6]2[C:11](=[CH:12][C:3]([S:2][CH3:1])=[CH:4][CH:5]=2)[N:10]=1. The yield is 0.330. (4) The reactants are Br[C:2]1[C:6]2[CH:7]=[N:8][CH:9]=[CH:10][C:5]=2[S:4][C:3]=1[CH3:11].[CH2:12]([CH:14]([C:17]1[C:18]2[N:19]([C:24](I)=[C:25]([CH3:27])[N:26]=2)[N:20]=[C:21]([CH3:23])[CH:22]=1)[CH2:15][CH3:16])[CH3:13]. The catalyst is C1COCC1.[Zn]. The product is [CH2:12]([CH:14]([C:17]1[C:18]2[N:19]([C:24]([C:2]3[C:6]4[CH:7]=[N:8][CH:9]=[CH:10][C:5]=4[S:4][C:3]=3[CH3:11])=[C:25]([CH3:27])[N:26]=2)[N:20]=[C:21]([CH3:23])[CH:22]=1)[CH2:15][CH3:16])[CH3:13]. The yield is 0.0400. (5) The reactants are [Cl:1][C:2]1[CH:3]=[N:4][CH:5]=[C:6]([Cl:11])[C:7]=1[CH:8]=[N:9][OH:10].ClN1C(=O)CCC1=O.[CH:20]1([C:24](=O)[CH2:25][C:26]([O:28][CH2:29][CH3:30])=[O:27])[CH2:23][CH2:22][CH2:21]1.[O-]CC.[Na+]. The catalyst is CN(C)C=O.O1CCCC1.O. The product is [CH:20]1([C:24]2[O:10][N:9]=[C:8]([C:7]3[C:6]([Cl:11])=[CH:5][N:4]=[CH:3][C:2]=3[Cl:1])[C:25]=2[C:26]([O:28][CH2:29][CH3:30])=[O:27])[CH2:21][CH2:22][CH2:23]1. The yield is 0.530. (6) The product is [CH2:17]([N:1]([C@H:2]1[CH2:7][CH2:6][C@H:5]([C:8]([O:10][CH2:8][C:5]2[CH:6]=[CH:7][CH:2]=[CH:3][CH:4]=2)=[O:9])[CH2:4][CH2:3]1)[CH2:17][C:14]1[CH:15]=[CH:16][CH:11]=[CH:12][CH:13]=1)[C:14]1[CH:15]=[CH:16][CH:11]=[CH:12][CH:13]=1. The yield is 0.990. The catalyst is CC#N. The reactants are [NH2:1][C@H:2]1[CH2:7][CH2:6][C@H:5]([C:8]([OH:10])=[O:9])[CH2:4][CH2:3]1.[CH:11]1[CH:16]=[CH:15][C:14]([CH2:17]Br)=[CH:13][CH:12]=1. (7) The reactants are [O:1]1[CH:5]=[CH:4][CH:3]=[C:2]1[C:6]1[O:7][C:8]([CH3:31])=[C:9]([CH2:11][O:12][C:13]2[CH:28]=[CH:27][C:16]([CH2:17][O:18][C:19]3[C:23]([CH:24]=O)=[CH:22][N:21]([CH3:26])[N:20]=3)=[CH:15][C:14]=2[O:29][CH3:30])[N:10]=1.[Cl-].[S:33]1[CH:37]=[C:36]([CH2:38][P+](C2C=CC=CC=2)(C2C=CC=CC=2)C2C=CC=CC=2)[N:35]=[CH:34]1.C(=O)([O-])[O-].[K+].[K+].CN(C)C=O. The catalyst is O. The product is [O:1]1[CH:5]=[CH:4][CH:3]=[C:2]1[C:6]1[O:7][C:8]([CH3:31])=[C:9]([CH2:11][O:12][C:13]2[CH:28]=[CH:27][C:16]([CH2:17][O:18][C:19]3[C:23](/[CH:24]=[CH:38]\[C:36]4[N:35]=[CH:34][S:33][CH:37]=4)=[CH:22][N:21]([CH3:26])[N:20]=3)=[CH:15][C:14]=2[O:29][CH3:30])[N:10]=1. The yield is 0.260. (8) The reactants are [CH3:1][C@@:2]12[C@H:12]3[C@@H:13]([OH:26])[CH2:14][C@:15]4([CH3:25])[C@@:19]([OH:24])([C:20]([CH2:22][OH:23])=[O:21])[CH2:18][CH2:17][C@H:16]4[C@@H:11]3[CH2:10][CH2:9][C:8]1=[CH:7][C:5](=[O:6])[CH2:4][CH2:3]2.[C:27]1(=[O:33])[O:32][C:30](=[O:31])[CH2:29][CH2:28]1.CCN(C(C)C)C(C)C. The catalyst is C(#N)C. The product is [CH3:1][C@@:2]12[C@H:12]3[C@@H:13]([OH:26])[CH2:14][C@:15]4([CH3:25])[C@@:19]([OH:24])([C:20]([CH2:22][OH:23])=[O:21])[CH2:18][CH2:17][C@H:16]4[C@@H:11]3[CH2:10][CH2:9][C:8]1=[CH:7][C:5](=[O:6])[CH2:4][CH2:3]2.[C:27]([O-:32])(=[O:33])[CH2:28][CH2:29][C:30]([O-:6])=[O:31]. The yield is 0.930. (9) The reactants are Cl.[C:2]1([CH3:10])[CH:7]=[CH:6][C:5]([NH:8][NH2:9])=[CH:4][CH:3]=1.[C:11]([CH2:17][C:18]#[N:19])(=O)[C:12]([CH3:15])([CH3:14])[CH3:13]. The catalyst is CO. The product is [C:12]([C:11]1[CH:17]=[C:18]([NH2:19])[N:8]([C:5]2[CH:6]=[CH:7][C:2]([CH3:10])=[CH:3][CH:4]=2)[N:9]=1)([CH3:15])([CH3:14])[CH3:13]. The yield is 0.990. (10) The reactants are Br[C:2]1[CH:3]=[C:4]([N:8]2[C:12]3=[N:13][N:14]=[C:15]([O:17][CH3:18])[CH:16]=[C:11]3[C:10]([C:19]([NH2:21])=[O:20])=[N:9]2)[CH:5]=[CH:6][CH:7]=1.[C:22]([C@:24]1([OH:31])[CH2:28][CH2:27][N:26]([CH3:29])[C:25]1=[O:30])#[CH:23]. No catalyst specified. The product is [OH:31][C@@:24]1([C:22]#[C:23][C:2]2[CH:3]=[C:4]([N:8]3[C:12]4=[N:13][N:14]=[C:15]([O:17][CH3:18])[CH:16]=[C:11]4[C:10]([C:19]([NH2:21])=[O:20])=[N:9]3)[CH:5]=[CH:6][CH:7]=2)[CH2:28][CH2:27][N:26]([CH3:29])[C:25]1=[O:30]. The yield is 0.160.